This data is from Peptide-MHC class II binding affinity with 134,281 pairs from IEDB. The task is: Regression. Given a peptide amino acid sequence and an MHC pseudo amino acid sequence, predict their binding affinity value. This is MHC class II binding data. (1) The peptide sequence is AQGKAFYEAVAKAHQ. The binding affinity (normalized) is 0.242. The MHC is DRB1_1302 with pseudo-sequence DRB1_1302. (2) The peptide sequence is ELNNALQNLARTISE. The MHC is HLA-DPA10201-DPB10101 with pseudo-sequence HLA-DPA10201-DPB10101. The binding affinity (normalized) is 0.426. (3) The peptide sequence is ASYFAADRILPELTE. The MHC is DRB1_0101 with pseudo-sequence DRB1_0101. The binding affinity (normalized) is 0.714. (4) The binding affinity (normalized) is 0.481. The MHC is DRB1_1501 with pseudo-sequence DRB1_1501. The peptide sequence is NQFCIKVLNPYMPTVIE. (5) The peptide sequence is IMRIKKLTITGKGTL. The MHC is HLA-DPA10201-DPB11401 with pseudo-sequence HLA-DPA10201-DPB11401. The binding affinity (normalized) is 0.319. (6) The peptide sequence is LMDVVYSIALHPIDE. The MHC is DRB1_0404 with pseudo-sequence DRB1_0404. The binding affinity (normalized) is 0.500. (7) The peptide sequence is YFRNEQSIPPLIQKY. The MHC is DRB1_0802 with pseudo-sequence DRB1_0802. The binding affinity (normalized) is 0.302. (8) The peptide sequence is CAWTIVRVEILRNFY. The MHC is DRB1_0301 with pseudo-sequence DRB1_0301. The binding affinity (normalized) is 0.244.